Dataset: Full USPTO retrosynthesis dataset with 1.9M reactions from patents (1976-2016). Task: Predict the reactants needed to synthesize the given product. (1) The reactants are: CCN(C(C)C)C(C)C.Cl[C:11]([OH:13])=[O:12].[Cl:14][CH2:15][CH2:16][CH3:17].[N:18]1([C:24](=[O:26])[CH3:25])[CH2:23][CH2:22][NH:21][CH2:20][CH2:19]1. Given the product [Cl:14][CH2:15][CH2:16][CH2:17][O:13][C:11]([N:21]1[CH2:22][CH2:23][N:18]([C:24](=[O:26])[CH3:25])[CH2:19][CH2:20]1)=[O:12], predict the reactants needed to synthesize it. (2) Given the product [Cl:1][C:2]1[N:7]=[C:6]([NH:13][CH2:14][CH2:15][O:16][CH2:17][CH2:18][OH:19])[C:5]([C:9]([O:11][CH3:12])=[O:10])=[CH:4][N:3]=1, predict the reactants needed to synthesize it. The reactants are: [Cl:1][C:2]1[N:7]=[C:6](Cl)[C:5]([C:9]([O:11][CH3:12])=[O:10])=[CH:4][N:3]=1.[NH2:13][CH2:14][CH2:15][O:16][CH2:17][CH2:18][OH:19].CCN(C(C)C)C(C)C. (3) Given the product [CH3:3][C:4]1[C:12]2[N:11]=[C:10]([CH2:13][CH2:14][CH3:15])[N:9]([CH2:31][C:29]([O:28][CH2:27][CH3:26])=[O:30])[C:8]=2[CH:7]=[C:6]([C:16]2[N:20]([CH3:21])[C:19]3[CH:22]=[CH:23][CH:24]=[CH:25][C:18]=3[N:17]=2)[CH:5]=1, predict the reactants needed to synthesize it. The reactants are: [H-].[Na+].[CH3:3][C:4]1[C:12]2[N:11]=[C:10]([CH2:13][CH2:14][CH3:15])[NH:9][C:8]=2[CH:7]=[C:6]([C:16]2[N:20]([CH3:21])[C:19]3[CH:22]=[CH:23][CH:24]=[CH:25][C:18]=3[N:17]=2)[CH:5]=1.[CH3:26][CH2:27][O:28][C:29]([CH2:31]Br)=[O:30].